From a dataset of Reaction yield outcomes from USPTO patents with 853,638 reactions. Predict the reaction yield, written as a fraction of the theoretical maximum amount of product (1.0 means a 100% yield; for example, 0.34 means a 34% yield). (1) The yield is 0.900. The product is [Br:11][C:12]1[CH:17]=[CH:16][C:15]([C@@H:18]([NH:20][CH2:2][C:3]([C:5]2[CH:10]=[CH:9][CH:8]=[CH:7][CH:6]=2)=[O:4])[CH3:19])=[CH:14][CH:13]=1. The reactants are Br[CH2:2][C:3]([C:5]1[CH:10]=[CH:9][CH:8]=[CH:7][CH:6]=1)=[O:4].[Br:11][C:12]1[CH:17]=[CH:16][C:15]([C@@H:18]([NH2:20])[CH3:19])=[CH:14][CH:13]=1.CCN(CC)CC. The catalyst is C1COCC1. (2) The reactants are [CH3:1][CH:2]1[CH2:6][CH2:5][CH2:4][CH:3]1[O:7][C:8](=[O:49])[C@@H:9]([NH:41]C(OC(C)(C)C)=O)[CH2:10][CH2:11][O:12][C:13]1[CH:22]=[C:21]2[C:16]([C:17]([O:23][C:24]3[CH:29]=[CH:28][C:27]([NH:30][C:31](=[O:38])[C:32]4[CH:37]=[CH:36][CH:35]=[CH:34][CH:33]=4)=[CH:26][CH:25]=3)=[CH:18][CH:19]=[N:20]2)=[CH:15][C:14]=1[O:39][CH3:40]. The catalyst is C(Cl)Cl.C(O)(C(F)(F)F)=O. The product is [CH3:1][CH:2]1[CH2:6][CH2:5][CH2:4][CH:3]1[O:7][C:8](=[O:49])[C@@H:9]([NH2:41])[CH2:10][CH2:11][O:12][C:13]1[CH:22]=[C:21]2[C:16]([C:17]([O:23][C:24]3[CH:29]=[CH:28][C:27]([NH:30][C:31](=[O:38])[C:32]4[CH:33]=[CH:34][CH:35]=[CH:36][CH:37]=4)=[CH:26][CH:25]=3)=[CH:18][CH:19]=[N:20]2)=[CH:15][C:14]=1[O:39][CH3:40]. The yield is 0.970. (3) The reactants are [CH2:1]([N:5]([CH2:23][CH2:24]C1C=CC=CC=1)[C:6]([CH:8]1[CH2:10][N:9]1[CH:11]([C:13]1[C:22]2[C:17](=[CH:18][CH:19]=[CH:20][CH:21]=2)[CH:16]=[CH:15][CH:14]=1)[CH3:12])=[O:7])[CH2:2][CH:3]=[CH2:4]. The catalyst is ClC1C=CC=CC=1Cl. The product is [C:13]1([CH:11]([N:9]2[CH:8]3[C:6](=[O:7])[N:5]([CH2:23][CH2:24][C:13]4[CH:22]=[CH:17][CH:16]=[CH:15][CH:14]=4)[CH2:1][CH2:2][CH:3]3[CH2:4][CH2:10]2)[CH3:12])[C:22]2[C:17](=[CH:18][CH:19]=[CH:20][CH:21]=2)[CH:16]=[CH:15][CH:14]=1. The yield is 0.330. (4) The reactants are [F:1][C:2]1[CH:7]=[CH:6][C:5]([C:8]2[C:16]3[C:11](=[CH:12][CH:13]=[CH:14][CH:15]=3)[N:10]([CH:17]([CH3:19])[CH3:18])[CH:9]=2)=[CH:4][CH:3]=1.[CH3:20][O:21][CH:22]([O:28]C)[CH2:23][C:24](OC)=O.C(O)(=O)C.P(Cl)(Cl)(Cl)=O. The catalyst is O. The product is [F:1][C:2]1[CH:7]=[CH:6][C:5]([C:8]2[C:16]3[C:11](=[CH:12][CH:13]=[CH:14][CH:15]=3)[N:10]([CH:17]([CH3:19])[CH3:18])[C:9]=2/[CH:24]=[CH:23]/[C:22]([O:21][CH3:20])=[O:28])=[CH:4][CH:3]=1. The yield is 0.930.